This data is from Reaction yield outcomes from USPTO patents with 853,638 reactions. The task is: Predict the reaction yield, written as a fraction of the theoretical maximum amount of product (1.0 means a 100% yield; for example, 0.34 means a 34% yield). The reactants are [OH:1][C@@H:2]1[C@H:6]([OH:7])[C@@H:5]([CH2:8][OH:9])[NH:4][C@H:3]1[C:10]1[C:14]2[N:15]=[CH:16][NH:17][C:18](=[O:19])[C:13]=2[NH:12][CH:11]=1.O.C(N(CC)CC)C.[CH3:28][C:29]([O:32][C:33](O[C:33]([O:32][C:29]([CH3:31])([CH3:30])[CH3:28])=[O:34])=[O:34])([CH3:31])[CH3:30]. The catalyst is CO. The product is [OH:7][C@H:6]1[C@@H:2]([OH:1])[C@H:3]([C:10]2[C:14]3[N:15]=[CH:16][NH:17][C:18](=[O:19])[C:13]=3[NH:12][CH:11]=2)[N:4]([C:33]([O:32][C:29]([CH3:31])([CH3:30])[CH3:28])=[O:34])[C@@H:5]1[CH2:8][OH:9]. The yield is 0.890.